This data is from Catalyst prediction with 721,799 reactions and 888 catalyst types from USPTO. The task is: Predict which catalyst facilitates the given reaction. (1) Reactant: Br[C:2]1[CH:7]=[C:6]([C:8]([CH3:11])([CH3:10])[CH3:9])[CH:5]=[C:4]([C:12]([CH3:15])([CH3:14])[CH3:13])[CH:3]=1.CCCCCC.C([Li])CCC.[Cl:27][Si:28](Cl)([Cl:30])[Cl:29]. Product: [Cl:27][Si:28]([Cl:30])([Cl:29])[C:2]1[CH:7]=[C:6]([C:8]([CH3:11])([CH3:10])[CH3:9])[CH:5]=[C:4]([C:12]([CH3:15])([CH3:14])[CH3:13])[CH:3]=1. The catalyst class is: 27. (2) Reactant: [Cl:1][C:2]1[CH:7]=[C:6](Cl)[N:5]=[C:4]([NH2:9])[CH:3]=1.[F:10][C:11]1[CH:32]=[CH:31][C:14]([O:15][C:16]2[CH:21]=[CH:20][C:19](B3OC(C)(C)C(C)(C)O3)=[CH:18][CH:17]=2)=[CH:13][CH:12]=1.C([O-])([O-])=O.[Na+].[Na+]. Product: [Cl:1][C:2]1[CH:7]=[C:6]([C:19]2[CH:18]=[CH:17][C:16]([O:15][C:14]3[CH:13]=[CH:12][C:11]([F:10])=[CH:32][CH:31]=3)=[CH:21][CH:20]=2)[N:5]=[C:4]([NH2:9])[CH:3]=1. The catalyst class is: 75. (3) Reactant: [F:1][C:2]([F:29])([F:28])[C:3]1[CH:4]=[C:5]([CH:21]=[C:22]([C:24]([F:27])([F:26])[F:25])[CH:23]=1)[CH2:6][O:7][CH2:8][C:9]1([CH2:18][CH2:19]N)[C:17]2[C:12](=[CH:13][CH:14]=[CH:15][CH:16]=2)[CH2:11][O:10]1.[CH2:30]=O.[C:32]([BH3-])#[N:33].[Na+]. Product: [F:1][C:2]([F:29])([F:28])[C:3]1[CH:4]=[C:5]([CH:21]=[C:22]([C:24]([F:27])([F:26])[F:25])[CH:23]=1)[CH2:6][O:7][CH2:8][C:9]1([CH2:18][CH2:19][N:33]([CH3:32])[CH3:30])[C:17]2[C:12](=[CH:13][CH:14]=[CH:15][CH:16]=2)[CH2:11][O:10]1. The catalyst class is: 10. (4) Reactant: [OH:1][CH2:2][C:3]1[CH:4]=[CH:5][C:6]([C:9]([OH:11])=O)=[N:7][CH:8]=1.[B-](F)(F)(F)F.CN(C(O[N:25]1[C:30](=O)[CH:29]=[CH:28]C=C1)=[N+](C)C)C.CCN(C(C)C)C(C)C.C1(N)CC1. Product: [CH:30]1([NH:25][C:9]([C:6]2[CH:5]=[CH:4][C:3]([CH2:2][OH:1])=[CH:8][N:7]=2)=[O:11])[CH2:28][CH2:29]1. The catalyst class is: 3.